Task: Predict the reaction yield, written as a fraction of the theoretical maximum amount of product (1.0 means a 100% yield; for example, 0.34 means a 34% yield).. Dataset: Reaction yield outcomes from USPTO patents with 853,638 reactions (1) The product is [C:1]1([S:7]([C:10]2[C:18]3[C:13](=[CH:14][CH:15]=[CH:16][CH:17]=3)[N:12]([CH2:22][CH2:23][CH2:24][N:25]3[C:29](=[O:30])[C:28]4[C:27](=[CH:34][CH:33]=[CH:32][CH:31]=4)[C:26]3=[O:35])[CH:11]=2)(=[O:8])=[O:9])[CH:2]=[CH:3][CH:4]=[CH:5][CH:6]=1. The reactants are [C:1]1([S:7]([C:10]2[C:18]3[C:13](=[CH:14][CH:15]=[CH:16][CH:17]=3)[NH:12][CH:11]=2)(=[O:9])=[O:8])[CH:6]=[CH:5][CH:4]=[CH:3][CH:2]=1.[H-].[Na+].Br[CH2:22][CH2:23][CH2:24][N:25]1[C:29](=[O:30])[C:28]2=[CH:31][CH:32]=[CH:33][CH:34]=[C:27]2[C:26]1=[O:35]. The catalyst is CN(C=O)C. The yield is 0.410. (2) The reactants are C([O:4][CH2:5][C:6]1[C:7]([N:30]2[CH2:42][CH2:41][N:33]3[C:34]4[CH2:35][CH2:36][CH2:37][CH2:38][C:39]=4[CH:40]=[C:32]3[C:31]2=[O:43])=[N:8][CH:9]=[CH:10][C:11]=1[C:12]1[CH:17]=[C:16]([NH:18][C:19]2[N:24]=[C:23]3[N:25]=[CH:26][NH:27][C:22]3=[CH:21][CH:20]=2)[C:15](=[O:28])[N:14]([CH3:29])[CH:13]=1)(=O)C.[OH-].[Li+]. The catalyst is C(O)(C)C.C1COCC1.O. The product is [OH:4][CH2:5][C:6]1[C:7]([N:30]2[CH2:42][CH2:41][N:33]3[C:34]4[CH2:35][CH2:36][CH2:37][CH2:38][C:39]=4[CH:40]=[C:32]3[C:31]2=[O:43])=[N:8][CH:9]=[CH:10][C:11]=1[C:12]1[CH:17]=[C:16]([NH:18][C:19]2[N:24]=[C:23]3[N:25]=[CH:26][NH:27][C:22]3=[CH:21][CH:20]=2)[C:15](=[O:28])[N:14]([CH3:29])[CH:13]=1. The yield is 0.400. (3) The reactants are C(OC1C=CC(CCCl)=C([NH:18][C:19]([C:21]2[O:22][C:23]3C=CC(N)=C[C:24]=3[CH:25]=2)=[O:20])C=1)C1C=CC=CC=1.CC[N:33]=C=NCCCN(C)C.O.ON1C2C=CC=CC=2N=N1. The catalyst is CN(C=O)C. The product is [CH2:25]([CH2:21][C:19]([NH2:18])=[O:20])[CH2:24][C:23]([NH2:33])=[O:22]. The yield is 0.510. (4) The reactants are [CH3:1][C:2]1[C:7]([N+:8]([O-:10])=[O:9])=[CH:6][N:5]=[C:4]([NH:11][C:12](=[O:14])[CH3:13])[CH:3]=1.CO[CH:17](OC)[N:18]([CH3:20])[CH3:19].C1(C)C=CC=CC=1. The catalyst is CN(C)C=O. The product is [CH3:17][N:18]([CH3:20])/[CH:19]=[CH:1]\[C:2]1[C:7]([N+:8]([O-:10])=[O:9])=[CH:6][N:5]=[C:4]([NH:11][C:12](=[O:14])[CH3:13])[CH:3]=1. The yield is 0.630. (5) The reactants are [Br:1][C:2]1[CH:10]=[C:9]2[C:5]([C:6](=O)[CH2:7][C:8]32[CH2:12][CH2:11]3)=[CH:4][CH:3]=1.Cl.[NH2:15][OH:16].CC([O-])=O.[Na+]. The catalyst is CO. The product is [Br:1][C:2]1[CH:10]=[C:9]2[C:5](/[C:6](=[N:15]/[OH:16])/[CH2:7][C:8]32[CH2:12][CH2:11]3)=[CH:4][CH:3]=1. The yield is 1.00. (6) The reactants are O[Li].O.O.[Br:5][C:6]1[CH:7]=[C:8]2[C:13](=[CH:14][CH:15]=1)[C:12]([CH2:16][N:17]1[C:23](=[O:24])[C@@H:22]([NH:25][C:26](=[O:38])[C@@H:27]([N:29]([C:31]([O:33][C:34]([CH3:37])([CH3:36])[CH3:35])=[O:32])[CH3:30])[CH3:28])[CH2:21][O:20][C:19]3[C:39]([C:43]([O:45]C)=[O:44])=[CH:40][CH:41]=[CH:42][C:18]1=3)=[C:11]([O:47][CH3:48])[CH:10]=[CH:9]2. The catalyst is CO. The product is [Br:5][C:6]1[CH:7]=[C:8]2[C:13](=[CH:14][CH:15]=1)[C:12]([CH2:16][N:17]1[C:23](=[O:24])[C@@H:22]([NH:25][C:26](=[O:38])[C@@H:27]([N:29]([C:31]([O:33][C:34]([CH3:37])([CH3:35])[CH3:36])=[O:32])[CH3:30])[CH3:28])[CH2:21][O:20][C:19]3[C:39]([C:43]([OH:45])=[O:44])=[CH:40][CH:41]=[CH:42][C:18]1=3)=[C:11]([O:47][CH3:48])[CH:10]=[CH:9]2. The yield is 0.910. (7) The reactants are [Cl:1][C:2]1[CH:3]=[C:4]([CH2:21][C:22]([O:24]C)=[O:23])[CH:5]=[CH:6][C:7]=1[NH:8][C:9]([C:11]1[C:19]2[C:14](=[CH:15][CH:16]=[CH:17][CH:18]=2)[N:13]([CH3:20])[N:12]=1)=[O:10].C1COCC1.[OH-].[Na+]. The catalyst is Cl. The product is [Cl:1][C:2]1[CH:3]=[C:4]([CH2:21][C:22]([OH:24])=[O:23])[CH:5]=[CH:6][C:7]=1[NH:8][C:9]([C:11]1[C:19]2[C:14](=[CH:15][CH:16]=[CH:17][CH:18]=2)[N:13]([CH3:20])[N:12]=1)=[O:10]. The yield is 0.950. (8) The reactants are [O:1]=[C:2]1[CH:7]=[CH:6][N:5]([C:8]2[CH:13]=[CH:12][CH:11]=[C:10]([C:14]([F:17])([F:16])[F:15])[CH:9]=2)[N:4]=[C:3]1[C:18]([O:20]C)=O.[NH3:22]. No catalyst specified. The product is [O:1]=[C:2]1[CH:7]=[CH:6][N:5]([C:8]2[CH:13]=[CH:12][CH:11]=[C:10]([C:14]([F:17])([F:16])[F:15])[CH:9]=2)[N:4]=[C:3]1[C:18]([NH2:22])=[O:20]. The yield is 0.640. (9) The reactants are Cl[C:2]1[CH:7]=[C:6]([CH3:8])[N:5]=[C:4]([S:9][CH3:10])[N:3]=1.[CH2:11]([NH2:13])[CH3:12]. The catalyst is O. The product is [CH2:11]([NH:13][C:2]1[CH:7]=[C:6]([CH3:8])[N:5]=[C:4]([S:9][CH3:10])[N:3]=1)[CH3:12]. The yield is 0.900.